From a dataset of Full USPTO retrosynthesis dataset with 1.9M reactions from patents (1976-2016). Predict the reactants needed to synthesize the given product. (1) The reactants are: [C:1]1([C@H:7]2[O:12][C@@H:11](OS(C3C=CC(C)=CC=3)(=O)=O)[CH2:10][CH2:9][O:8]2)[CH:6]=[CH:5][CH:4]=[CH:3][CH:2]=1.[C:24]([O-:27])(=[S:26])[CH3:25].[Na+].C1C=CC=CC=1. Given the product [C:24]([S:26][C@@H:11]1[CH2:10][CH2:9][O:8][C@@H:7]([C:1]2[CH:2]=[CH:3][CH:4]=[CH:5][CH:6]=2)[O:12]1)(=[O:27])[CH3:25], predict the reactants needed to synthesize it. (2) Given the product [ClH:1].[Cl:1][C:2]1[CH:7]=[CH:6][CH:5]=[C:4]([F:8])[C:3]=1[NH:9][C:10]1[NH:11][C:12]2[C:18]3[CH2:19][C:20]([CH3:22])([CH3:23])[O:21][C:17]=3[C:16]([C:24]([NH:26][C:27]3[CH:28]=[CH:29][C:30]([C:33]([F:35])([F:36])[F:34])=[CH:31][CH:32]=3)=[O:25])=[CH:15][C:13]=2[N:14]=1, predict the reactants needed to synthesize it. The reactants are: [Cl:1][C:2]1[CH:7]=[CH:6][CH:5]=[C:4]([F:8])[C:3]=1[NH:9][C:10]1[NH:11][C:12]2[C:18]3[CH2:19][C:20]([CH3:23])([CH3:22])[O:21][C:17]=3[C:16]([C:24]([NH:26][C:27]3[CH:32]=[CH:31][C:30]([C:33]([F:36])([F:35])[F:34])=[CH:29][CH:28]=3)=[O:25])=[CH:15][C:13]=2[N:14]=1.Cl. (3) Given the product [Br:1][C:2]1[CH:3]=[C:4]2[C:8](=[CH:9][CH:10]=1)[NH:7][N:6]=[C:5]2[CH2:11][OH:12], predict the reactants needed to synthesize it. The reactants are: [Br:1][C:2]1[CH:3]=[C:4]2[C:8](=[CH:9][CH:10]=1)[NH:7][N:6]=[C:5]2[C:11](OC)=[O:12].[H-].C([Al+]CC(C)C)C(C)C.C1(C)C=CC=CC=1.S([O-])([O-])(=O)=O.[Na+].[Na+]. (4) Given the product [Cl:11][C:12]1[CH:17]=[C:16]([O:10][C@@H:5]2[CH2:6][CH2:7][CH2:8][CH2:9][C@H:4]2[CH3:3])[N:15]=[CH:14][N:13]=1, predict the reactants needed to synthesize it. The reactants are: [H-].[Na+].[CH3:3][C@@H:4]1[CH2:9][CH2:8][CH2:7][CH2:6][C@H:5]1[OH:10].[Cl:11][C:12]1[CH:17]=[C:16](Cl)[N:15]=[CH:14][N:13]=1.[Cl-].[NH4+].